This data is from Human liver microsome stability data. The task is: Regression/Classification. Given a drug SMILES string, predict its absorption, distribution, metabolism, or excretion properties. Task type varies by dataset: regression for continuous measurements (e.g., permeability, clearance, half-life) or binary classification for categorical outcomes (e.g., BBB penetration, CYP inhibition). Dataset: hlm. (1) The molecule is Cn1c(-c2ccccn2)c(C2CCCCC2)c2ccc(C(=O)NC(C)(C)C(=O)Nc3ccc(-c4ccc(C(N)=O)o4)cc3)cc21. The result is 1 (stable in human liver microsomes). (2) The drug is CN1CCc2nc(C(=O)NC3CCCCC3NC(=O)c3cc4cc(Cl)ccc4[nH]3)sc2C1. The result is 1 (stable in human liver microsomes). (3) The result is 1 (stable in human liver microsomes). The drug is CC1CCCCC1NC(=O)NCCCc1nnc(C2CC2)n1-c1ccccc1. (4) The compound is Cc1cc(CCC#N)cc(C)c1Oc1cc(Nc2ccc(C#N)cc2)c(N)cc1C(N)=O. The result is 0 (unstable in human liver microsomes).